Dataset: Forward reaction prediction with 1.9M reactions from USPTO patents (1976-2016). Task: Predict the product of the given reaction. (1) Given the reactants [O:1]1[C:5]2[CH:6]=[CH:7][C:8]([C:10]3([CH2:18][S:19][C@H:20]4[C:23](=[O:24])[N:22]([C:25]5[CH:30]=[CH:29][C:28]([F:31])=[CH:27][CH:26]=5)[C@@H:21]4[C:32]4[CH:46]=[CH:45][C:35]([O:36][CH2:37][C:38]([O:40]C(C)(C)C)=[O:39])=[CH:34][CH:33]=4)OCC(C)(C)C[O:11]3)=[CH:9][C:4]=2[O:3][CH2:2]1, predict the reaction product. The product is: [O:1]1[C:5]2[CH:6]=[CH:7][C:8]([C:10](=[O:11])[CH2:18][S:19][C@H:20]3[C:23](=[O:24])[N:22]([C:25]4[CH:26]=[CH:27][C:28]([F:31])=[CH:29][CH:30]=4)[C@@H:21]3[C:32]3[CH:33]=[CH:34][C:35]([O:36][CH2:37][C:38]([OH:40])=[O:39])=[CH:45][CH:46]=3)=[CH:9][C:4]=2[O:3][CH2:2]1. (2) The product is: [Br:1][C:2]1[CH:10]=[CH:9][C:8]2[N:7]3[CH:11]([CH3:15])[CH2:12][CH2:13][N:14]=[C:6]3[C:5]3([O:21][CH2:20][CH2:19][CH2:18][O:17]3)[C:4]=2[CH:3]=1. Given the reactants [Br:1][C:2]1[CH:3]=[C:4]2[C:8](=[CH:9][CH:10]=1)[N:7]([CH:11]([CH3:15])[CH2:12][C:13]#[N:14])[C:6](=O)[C:5]12[O:21][CH2:20][CH2:19][CH2:18][O:17]1.N, predict the reaction product. (3) Given the reactants [Cl:1][C:2]1[CH:3]=[C:4]2[C:13](=[CH:14][CH:15]=1)[C:12]([NH:16][CH2:17][CH2:18][NH:19][C:20]1[C:21]3[C:26]([N:27]=[C:28]4[C:33]=1[CH:32]=[C:31]([O:34][CH2:35][C:36]([O:38]C(C)(C)C)=[O:37])[CH:30]=[CH:29]4)=[CH:25][C:24]([Cl:43])=[CH:23][CH:22]=3)=[C:11]1[C:6]([CH:7]=[CH:8][C:9]([O:44][CH2:45][C:46]([O:48]C(C)(C)C)=[O:47])=[CH:10]1)=[N:5]2.[F:53][C:54]([F:59])([F:58])[C:55]([OH:57])=[O:56], predict the reaction product. The product is: [F:53][C:54]([F:59])([F:58])[C:55]([OH:57])=[O:56].[F:53][C:54]([F:59])([F:58])[C:55]([OH:57])=[O:56].[Cl:43][C:24]1[CH:25]=[C:26]2[C:21](=[CH:22][CH:23]=1)[C:20]([NH:19][CH2:18][CH2:17][NH:16][C:12]1[C:13]3[C:4]([N:5]=[C:6]4[C:11]=1[CH:10]=[C:9]([O:44][CH2:45][C:46]([OH:48])=[O:47])[CH:8]=[CH:7]4)=[CH:3][C:2]([Cl:1])=[CH:15][CH:14]=3)=[C:33]1[C:28]([CH:29]=[CH:30][C:31]([O:34][CH2:35][C:36]([OH:38])=[O:37])=[CH:32]1)=[N:27]2. (4) Given the reactants F[C:2]1[C:7]([N+:8]([O-:10])=[O:9])=[CH:6][CH:5]=[CH:4][C:3]=1[CH3:11].CCN(C(C)C)C(C)C.[NH2:21][CH2:22][C@@H:23]1[CH2:27][CH2:26][N:25]([C:28]([O:30][C:31]([CH3:34])([CH3:33])[CH3:32])=[O:29])[CH2:24]1, predict the reaction product. The product is: [CH3:11][C:3]1[CH:4]=[CH:5][CH:6]=[C:7]([N+:8]([O-:10])=[O:9])[C:2]=1[NH:21][CH2:22][C@@H:23]1[CH2:27][CH2:26][N:25]([C:28]([O:30][C:31]([CH3:34])([CH3:33])[CH3:32])=[O:29])[CH2:24]1. (5) Given the reactants [Cl:1][C:2]1[CH:3]=[C:4]([C@@H:12]([CH2:16][CH:17]2[CH2:22][CH2:21][C:20](=[O:23])[CH2:19][CH2:18]2)[C:13](O)=[O:14])[CH:5]=[CH:6][C:7]=1[S:8]([CH3:11])(=[O:10])=[O:9].C1(P(C2C=CC=CC=2)C2C=CC=CC=2)C=CC=CC=1.BrN1C(=O)CCC1=O.[NH2:51][C:52]1[CH:57]=[N:56][C:55]([Br:58])=[CH:54][N:53]=1.N1C(C)=CC=CC=1C, predict the reaction product. The product is: [Br:58][C:55]1[N:56]=[CH:57][C:52]([NH:51][C:13](=[O:14])[C@@H:12]([C:4]2[CH:5]=[CH:6][C:7]([S:8]([CH3:11])(=[O:9])=[O:10])=[C:2]([Cl:1])[CH:3]=2)[CH2:16][CH:17]2[CH2:18][CH2:19][C:20](=[O:23])[CH2:21][CH2:22]2)=[N:53][CH:54]=1. (6) The product is: [F:1][C:2]1[CH:11]=[C:10]([F:12])[CH:9]=[C:8]2[C:3]=1[C:4]([NH:20][C:21]1[CH:22]=[C:23]([N:28]3[CH2:33][CH2:32][O:31][CH2:30][CH2:29]3)[N:24]=[CH:25][C:26]=1[C:39]1[CH:38]=[N:37][C:36]([O:50][CH3:51])=[C:35]([F:34])[CH:40]=1)=[C:5]([CH3:19])[C:6]([C:13]1[CH:18]=[CH:17][CH:16]=[CH:15][N:14]=1)=[N:7]2. Given the reactants [F:1][C:2]1[CH:11]=[C:10]([F:12])[CH:9]=[C:8]2[C:3]=1[C:4]([NH:20][C:21]1[C:26](I)=[CH:25][N:24]=[C:23]([N:28]3[CH2:33][CH2:32][O:31][CH2:30][CH2:29]3)[CH:22]=1)=[C:5]([CH3:19])[C:6]([C:13]1[CH:18]=[CH:17][CH:16]=[CH:15][N:14]=1)=[N:7]2.[F:34][C:35]1[C:36]([O:50][CH3:51])=[N:37][CH:38]=[C:39](B2OC(C)(C)C(C)(C)O2)[CH:40]=1.C1(P(C2CCCCC2)C2CCCCC2)CCCCC1.[O-]P([O-])([O-])=O.[K+].[K+].[K+], predict the reaction product. (7) Given the reactants [NH2:1][C:2]1[N:7]=[C:6]([N:8]2[CH2:32][CH2:31][C:11]3([CH2:15][N:14](C(OCC4C=CC=CC=4)=O)[C@H:13]([C:26]([O:28]CC)=[O:27])[CH2:12]3)[CH2:10][CH2:9]2)[CH:5]=[C:4]([O:33][C@H:34]([C:39]2[CH:44]=[CH:43][C:42]([CH2:45][CH3:46])=[CH:41][C:40]=2[N:47]2[CH:51]=[CH:50][C:49]([CH3:52])=[N:48]2)[C:35]([F:38])([F:37])[F:36])[N:3]=1.[Li+].[OH-], predict the reaction product. The product is: [NH2:1][C:2]1[N:7]=[C:6]([N:8]2[CH2:9][CH2:10][C:11]3([CH2:15][NH:14][C@H:13]([C:26]([OH:28])=[O:27])[CH2:12]3)[CH2:31][CH2:32]2)[CH:5]=[C:4]([O:33][C@H:34]([C:39]2[CH:44]=[CH:43][C:42]([CH2:45][CH3:46])=[CH:41][C:40]=2[N:47]2[CH:51]=[CH:50][C:49]([CH3:52])=[N:48]2)[C:35]([F:38])([F:37])[F:36])[N:3]=1.